This data is from Forward reaction prediction with 1.9M reactions from USPTO patents (1976-2016). The task is: Predict the product of the given reaction. The product is: [NH:2]([C:5]1[C:10]([I:11])=[CH:9][CH:8]=[CH:7][N:6]=1)[NH2:3]. Given the reactants O.[NH2:2][NH2:3].F[C:5]1[C:10]([I:11])=[CH:9][CH:8]=[CH:7][N:6]=1, predict the reaction product.